Predict the product of the given reaction. From a dataset of Forward reaction prediction with 1.9M reactions from USPTO patents (1976-2016). The product is: [CH2:45]([O:44][C:42](=[O:43])[CH2:41][O:1][C:2]1[CH:3]=[C:4]2[C:8](=[C:9]([N:11]([CH3:21])[S:12]([C:15]3[CH:20]=[CH:19][CH:18]=[CH:17][N:16]=3)(=[O:14])=[O:13])[CH:10]=1)[NH:7][C:6]([C:22]1[S:23][CH:24]([CH2:27][N:28]3[CH2:33][CH2:32][S:31][CH2:30][CH2:29]3)[CH2:25][N:26]=1)=[CH:5]2)[CH3:46]. Given the reactants [OH:1][C:2]1[CH:3]=[C:4]2[C:8](=[C:9]([N:11]([CH3:21])[S:12]([C:15]3[CH:20]=[CH:19][CH:18]=[CH:17][N:16]=3)(=[O:14])=[O:13])[CH:10]=1)[NH:7][C:6]([C:22]1[S:23][CH:24]([CH2:27][N:28]3[CH2:33][CH2:32][S:31][CH2:30][CH2:29]3)[CH2:25][N:26]=1)=[CH:5]2.C(=O)([O-])[O-].[K+].[K+].Br[CH2:41][C:42]([O:44][CH2:45][CH3:46])=[O:43], predict the reaction product.